From a dataset of Forward reaction prediction with 1.9M reactions from USPTO patents (1976-2016). Predict the product of the given reaction. (1) Given the reactants CS(O[CH2:6][CH2:7][C@H:8]([NH:15][C:16]([C@H:18]1[N:22]([S:23]([C:26]2[CH:31]=[CH:30][C:29]([C:32]3[CH:37]=[CH:36][CH:35]=[CH:34][CH:33]=3)=[CH:28][CH:27]=2)(=[O:25])=[O:24])[CH2:21][CH2:20][S:19]1)=[O:17])[C:9]1[CH:14]=[CH:13][CH:12]=[CH:11][CH:10]=1)(=O)=O.[NH:38]1[CH2:42][CH2:41][CH2:40][CH2:39]1, predict the reaction product. The product is: [C:29]1([C:32]2[CH:33]=[CH:34][CH:35]=[CH:36][CH:37]=2)[CH:30]=[CH:31][C:26]([S:23]([N:22]2[CH2:21][CH2:20][S:19][CH:18]2[C:16]([NH:15][CH:8]([C:9]2[CH:10]=[CH:11][CH:12]=[CH:13][CH:14]=2)[CH2:7][CH2:6][N:38]2[CH2:42][CH2:41][CH2:40][CH2:39]2)=[O:17])(=[O:25])=[O:24])=[CH:27][CH:28]=1. (2) Given the reactants Cl[C:2]1[C:11]2[C:6](=[CH:7][CH:8]=[C:9]([O:12][C@H:13]3[CH2:18][CH2:17][CH2:16][N:15](C([O-])=O)[CH2:14]3)[CH:10]=2)[N:5]=[CH:4][N:3]=1.[Cl:22][C:23]1[CH:24]=[C:25]([CH:27]=[CH:28][C:29]=1[O:30][CH2:31][C:32]1[CH:37]=[CH:36][CH:35]=[CH:34][N:33]=1)[NH2:26], predict the reaction product. The product is: [Cl:22][C:23]1[CH:24]=[C:25]([NH:26][C:2]2[C:11]3[C:6](=[CH:7][CH:8]=[C:9]([O:12][C@H:13]4[CH2:18][CH2:17][CH2:16][NH:15][CH2:14]4)[CH:10]=3)[N:5]=[CH:4][N:3]=2)[CH:27]=[CH:28][C:29]=1[O:30][CH2:31][C:32]1[CH:37]=[CH:36][CH:35]=[CH:34][N:33]=1. (3) Given the reactants Br[C:2]1[CH:3]=[C:4]2[C:9](=[CH:10][CH:11]=1)[N:8]=[CH:7][C:6]([C:12]([CH:14]1[CH2:16][CH2:15]1)=[O:13])=[C:5]2[NH:17][C@H:18]1[CH2:23][CH2:22][C@H:21]([NH:24][C:25](=[O:31])[O:26][C:27]([CH3:30])([CH3:29])[CH3:28])[CH2:20][CH2:19]1.[Cl:32][C:33]1[CH:38]=[C:37](B2OC(C)(C)C(C)(C)O2)[C:36]([Cl:48])=[CH:35][C:34]=1[OH:49], predict the reaction product. The product is: [CH:14]1([C:12]([C:6]2[CH:7]=[N:8][C:9]3[C:4]([C:5]=2[NH:17][C@H:18]2[CH2:19][CH2:20][C@H:21]([NH:24][C:25](=[O:31])[O:26][C:27]([CH3:28])([CH3:29])[CH3:30])[CH2:22][CH2:23]2)=[CH:3][C:2]([C:37]2[CH:38]=[C:33]([Cl:32])[C:34]([OH:49])=[CH:35][C:36]=2[Cl:48])=[CH:11][CH:10]=3)=[O:13])[CH2:15][CH2:16]1. (4) Given the reactants [CH2:1]([Sn:5]([CH2:16][CH2:17][CH2:18][CH3:19])([CH2:12][CH2:13][CH2:14][CH3:15])[C:6]1[CH:11]=[CH:10][N:9]=[CH:8][CH:7]=1)[CH2:2][CH2:3][CH3:4].ClC1C=C(C=CC=1)C(OO)=[O:25], predict the reaction product. The product is: [CH2:16]([Sn:5]([CH2:1][CH2:2][CH2:3][CH3:4])([CH2:12][CH2:13][CH2:14][CH3:15])[C:6]1[CH:11]=[CH:10][N+:9]([O-:25])=[CH:8][CH:7]=1)[CH2:17][CH2:18][CH3:19]. (5) Given the reactants [C:1]([C:3]1[C:8]([C:9]2[CH:14]=[CH:13][C:12]([S:15]([CH2:18][CH3:19])(=[O:17])=[O:16])=[CH:11][C:10]=2[O:20][CH3:21])=[CH:7][C:6](B(O)O)=[CH:5][CH:4]=1)#[N:2].Cl[C:26]1[C:27]2[N:34]=[CH:33][N:32]([CH2:35][CH3:36])[C:28]=2[N:29]=[N:30][CH:31]=1, predict the reaction product. The product is: [CH2:35]([N:32]1[C:28]2[N:29]=[N:30][CH:31]=[C:26]([C:6]3[CH:7]=[C:8]([C:9]4[CH:14]=[CH:13][C:12]([S:15]([CH2:18][CH3:19])(=[O:17])=[O:16])=[CH:11][C:10]=4[O:20][CH3:21])[C:3]([C:1]#[N:2])=[CH:4][CH:5]=3)[C:27]=2[N:34]=[CH:33]1)[CH3:36].